Dataset: Catalyst prediction with 721,799 reactions and 888 catalyst types from USPTO. Task: Predict which catalyst facilitates the given reaction. Reactant: [OH:1][C:2]1[CH:7]=[CH:6][C:5]([CH:8]([OH:24])[CH:9]([N:11]2[CH2:16][CH2:15][C:14]([OH:23])([C:17]3[CH:22]=[CH:21][CH:20]=[CH:19][CH:18]=3)[CH2:13][CH2:12]2)[CH3:10])=[CH:4][CH:3]=1.[C:25]([OH:34])(=[O:33])[C@H:26]([C@@H:28]([C:30]([OH:32])=[O:31])[OH:29])[OH:27]. Product: [C:30]([C@H:28]([C@@H:26]([C:25]([O-:34])=[O:33])[OH:27])[OH:29])([O-:32])=[O:31].[OH:1][C:2]1[CH:7]=[CH:6][C:5]([C@H:8]([OH:24])[C@@H:9]([N:11]2[CH2:12][CH2:13][C:14]([OH:23])([C:17]3[CH:18]=[CH:19][CH:20]=[CH:21][CH:22]=3)[CH2:15][CH2:16]2)[CH3:10])=[CH:4][CH:3]=1. The catalyst class is: 5.